Dataset: Full USPTO retrosynthesis dataset with 1.9M reactions from patents (1976-2016). Task: Predict the reactants needed to synthesize the given product. Given the product [CH2:9]([CH:3]([CH2:2][NH:1][C:16]([O:18][C:19]([CH3:22])([CH3:21])[CH3:20])=[O:17])[C:4]([O:6][CH2:7][CH3:8])=[O:5])[C:10]1[CH:11]=[CH:12][CH:13]=[CH:14][CH:15]=1, predict the reactants needed to synthesize it. The reactants are: [NH2:1][CH2:2][CH:3]([CH2:9][C:10]1[CH:15]=[CH:14][CH:13]=[CH:12][CH:11]=1)[C:4]([O:6][CH2:7][CH3:8])=[O:5].[C:16](O[C:16]([O:18][C:19]([CH3:22])([CH3:21])[CH3:20])=[O:17])([O:18][C:19]([CH3:22])([CH3:21])[CH3:20])=[O:17].C(N(CC)CC)C.O.